From a dataset of Reaction yield outcomes from USPTO patents with 853,638 reactions. Predict the reaction yield, written as a fraction of the theoretical maximum amount of product (1.0 means a 100% yield; for example, 0.34 means a 34% yield). (1) The reactants are [Br:1][C:2]1[CH:3]=[C:4]2[O:10]C(=O)[NH:8][C:5]2=[N:6][CH:7]=1.[OH-].[Na+].C(=O)=O. No catalyst specified. The product is [NH2:8][C:5]1[C:4]([OH:10])=[CH:3][C:2]([Br:1])=[CH:7][N:6]=1. The yield is 0.980. (2) The reactants are Br[C:2]1[O:6][C:5]([CH:7]=[O:8])=[CH:4][CH:3]=1.[CH2:9](B(O)O)[CH2:10][CH2:11][CH2:12][CH2:13][CH3:14].C(=O)([O-])[O-].[K+].[K+].C1(C)C=CC=CC=1.O. The catalyst is O.C([O-])(=O)C.[Pd+2].C([O-])(=O)C.CC(OC1C=CC=C(OC(C)C)C=1C1C(P(C2CCCCC2)C2CCCCC2)=CC=CC=1)C. The product is [CH2:9]([C:2]1[O:6][C:5]([CH:7]=[O:8])=[CH:4][CH:3]=1)[CH2:10][CH2:11][CH2:12][CH2:13][CH3:14]. The yield is 0.930. (3) The reactants are C(O[CH:4](OCC)[CH2:5][CH2:6][CH2:7][NH:8][C:9](=[O:26])[C@@H:10]([NH:15][C:16](=[O:25])[O:17][CH2:18][C:19]1[CH:24]=[CH:23][CH:22]=[CH:21][CH:20]=1)[C:11]([SH:14])([CH3:13])[CH3:12])C.C(O)(C(F)(F)F)=O. The catalyst is C(Cl)Cl. The product is [CH3:12][C:11]1([CH3:13])[S:14][C@H:7]2[CH2:6][CH2:5][CH2:4][N:8]2[C:9](=[O:26])[C@H:10]1[NH:15][C:16](=[O:25])[O:17][CH2:18][C:19]1[CH:24]=[CH:23][CH:22]=[CH:21][CH:20]=1. The yield is 0.349.